From a dataset of Forward reaction prediction with 1.9M reactions from USPTO patents (1976-2016). Predict the product of the given reaction. Given the reactants ClC1C=C2C(=CC=1)N(CC(O)=O)C(C)=C2C1C2C(=CC=CC=2)C(=O)N(CC2C=CC(Cl)=C(F)C=2)N=1.[Cl:36][C:37]1[CH:38]=[C:39]2[C:43](=[CH:44][CH:45]=1)[N:42]([CH2:46][C:47]([O:49][C:50]([CH3:53])([CH3:52])[CH3:51])=[O:48])[C:41]([CH3:54])=[C:40]2[C:55]1[C:64]2[C:59](=[CH:60][CH:61]=[CH:62][CH:63]=2)[C:58](=[O:65])[NH:57][N:56]=1.[F:66][C:67]1[CH:74]=[CH:73][C:72]([F:75])=[CH:71][C:68]=1[CH2:69]Br.C(=O)([O-])[O-].[K+].[K+], predict the reaction product. The product is: [Cl:36][C:37]1[CH:38]=[C:39]2[C:43](=[CH:44][CH:45]=1)[N:42]([CH2:46][C:47]([O:49][C:50]([CH3:53])([CH3:52])[CH3:51])=[O:48])[C:41]([CH3:54])=[C:40]2[C:55]1[C:64]2[C:59](=[CH:60][CH:61]=[CH:62][CH:63]=2)[C:58](=[O:65])[N:57]([CH2:69][C:68]2[CH:71]=[C:72]([F:75])[CH:73]=[CH:74][C:67]=2[F:66])[N:56]=1.